This data is from CYP2D6 inhibition data for predicting drug metabolism from PubChem BioAssay. The task is: Regression/Classification. Given a drug SMILES string, predict its absorption, distribution, metabolism, or excretion properties. Task type varies by dataset: regression for continuous measurements (e.g., permeability, clearance, half-life) or binary classification for categorical outcomes (e.g., BBB penetration, CYP inhibition). Dataset: cyp2d6_veith. (1) The compound is COc1cc2cc3c(N)c(C(=O)Nc4sc(C)c(C)c4C#N)sc3nc2cc1OC. The result is 0 (non-inhibitor). (2) The compound is Cc1ccccc1NC(=O)c1ccc(N/N=C/c2ccccc2O)c([N+](=O)[O-])c1. The result is 0 (non-inhibitor). (3) The result is 0 (non-inhibitor). The molecule is O=C(Nc1ccccc1)N1CC2(CCN(C(=O)c3cccc(F)c3)CC2)C1. (4) The molecule is Cc1cc(C)cc(C(=N)c2ccccc2Cc2cccc3ccccc23)c1. The result is 0 (non-inhibitor). (5) The compound is CC1(C)S[C@@H]2[C@H](C(=O)O)N=C(Cc3ccccc3)N2[C@H]1C(=O)O. The result is 0 (non-inhibitor). (6) The compound is COc1cccc(-c2nccc(-n3ccnc3)n2)c1. The result is 1 (inhibitor). (7) The drug is Clc1ccc(N2N=C(c3cccs3)CC2c2ccco2)cc1. The result is 0 (non-inhibitor). (8) The compound is COCCn1c(=O)c(-c2ccc(OC)cc2)nc2cnc(Oc3ccc(OC)cc3)nc21. The result is 0 (non-inhibitor). (9) The drug is CCS(=O)(=O)Nc1cccc(C(=C2CCCCC2)c2cnc[nH]2)c1. The result is 1 (inhibitor).